From a dataset of Full USPTO retrosynthesis dataset with 1.9M reactions from patents (1976-2016). Predict the reactants needed to synthesize the given product. (1) Given the product [OH:5][CH2:4][CH2:3][N:2]([CH3:1])[S:7]([C:10]1[CH:18]=[CH:17][CH:16]=[C:15]2[C:11]=1[CH2:12][CH:13]([C:19]([O:21][CH3:22])=[O:20])[CH2:14]2)(=[O:9])=[O:8], predict the reactants needed to synthesize it. The reactants are: [CH3:1][NH:2][CH2:3][CH2:4][OH:5].Cl[S:7]([C:10]1[CH:18]=[CH:17][CH:16]=[C:15]2[C:11]=1[CH2:12][CH:13]([C:19]([O:21][CH3:22])=[O:20])[CH2:14]2)(=[O:9])=[O:8].C(N(CC)CC)C.Cl. (2) Given the product [CH3:19][O:20][C:21]([C@H:22]([O:6][C:5](=[O:7])[CH2:4]/[CH:3]=[C:2](\[CH3:1])/[CH2:8][CH2:9]/[CH:10]=[C:11](\[CH3:18])/[CH2:12][CH2:13][CH:14]=[C:15]([CH3:17])[CH3:16])[C:24]1[CH:29]=[CH:28][CH:27]=[CH:26][CH:25]=1)=[O:30], predict the reactants needed to synthesize it. The reactants are: [CH3:1]/[C:2](/[CH2:8][CH2:9]/[CH:10]=[C:11](\[CH3:18])/[CH2:12][CH2:13][CH:14]=[C:15]([CH3:17])[CH3:16])=[CH:3]\[CH2:4][C:5]([OH:7])=[O:6].[CH3:19][O:20][C:21](=[O:30])[C@@H:22]([C:24]1[CH:29]=[CH:28][CH:27]=[CH:26][CH:25]=1)O.CO.C1(N=C=NC2CCCCC2)CCCCC1. (3) Given the product [CH2:1]([O:8][C:9](=[O:38])[C@@H:10]([NH:30][C:31]([O:33][C:34]([CH3:37])([CH3:36])[CH3:35])=[O:32])[CH2:11][CH2:12][C:13]1[N:23]([CH2:24][CH2:25][CH2:26][CH2:27][CH3:28])[C:16]2[CH:17]=[C:18]([Cl:22])[C:19]([Cl:21])=[CH:20][C:15]=2[N:14]=1)[C:2]1[CH:7]=[CH:6][CH:5]=[CH:4][CH:3]=1, predict the reactants needed to synthesize it. The reactants are: [CH2:1]([O:8][C:9](=[O:38])[CH:10]([NH:30][C:31]([O:33][C:34]([CH3:37])([CH3:36])[CH3:35])=[O:32])[CH2:11][CH2:12][C:13](=O)[NH:14][C:15]1[CH:20]=[C:19]([Cl:21])[C:18]([Cl:22])=[CH:17][C:16]=1[NH:23][CH2:24][CH2:25][CH2:26][CH2:27][CH3:28])[C:2]1[CH:7]=[CH:6][CH:5]=[CH:4][CH:3]=1. (4) The reactants are: [CH2:1]([S:8][C:9]1[CH:10]=[C:11]2[C:16](=[CH:17][CH:18]=1)[CH:15]([C:19]1[CH:24]=[CH:23][C:22]([Br:25])=[CH:21][C:20]=1[O:26][CH3:27])[NH:14][CH2:13][CH2:12]2)[C:2]1[CH:7]=[CH:6][CH:5]=[CH:4][CH:3]=1.[C:28](OC(=O)C)(=[O:30])[CH3:29].C(N(CC)CC)C.CN(C1C=CC=CN=1)C. Given the product [CH2:1]([S:8][C:9]1[CH:10]=[C:11]2[C:16](=[CH:17][CH:18]=1)[CH:15]([C:19]1[CH:24]=[CH:23][C:22]([Br:25])=[CH:21][C:20]=1[O:26][CH3:27])[N:14]([C:28](=[O:30])[CH3:29])[CH2:13][CH2:12]2)[C:2]1[CH:7]=[CH:6][CH:5]=[CH:4][CH:3]=1, predict the reactants needed to synthesize it. (5) The reactants are: [Cl:1][C:2]1[CH:7]=[CH:6][C:5](/[CH:8]=[CH:9]/[C:10]([OH:12])=O)=[C:4]([CH2:13][N:14]2[N:18]=[N:17][C:16]([CH3:19])=[N:15]2)[CH:3]=1.CN(C(ON1N=NC2C=CC=NC1=2)=[N+](C)C)C.F[P-](F)(F)(F)(F)F.[NH:44]1[CH2:49][CH2:48][CH:47]([CH2:50][C:51]([O:53][CH2:54][CH3:55])=[O:52])[CH2:46][CH2:45]1.CCN(C(C)C)C(C)C. Given the product [Cl:1][C:2]1[CH:7]=[CH:6][C:5](/[CH:8]=[CH:9]/[C:10]([N:44]2[CH2:49][CH2:48][CH:47]([CH2:50][C:51]([O:53][CH2:54][CH3:55])=[O:52])[CH2:46][CH2:45]2)=[O:12])=[C:4]([CH2:13][N:14]2[N:18]=[N:17][C:16]([CH3:19])=[N:15]2)[CH:3]=1, predict the reactants needed to synthesize it. (6) Given the product [OH:6][C:2]([CH3:3])([CH3:1])[CH2:4][CH2:5][C:19]1[CH:20]=[CH:21][C:22]([N:25]2[CH:29]=[CH:28][C:27]([CH:30]([C:32]3[CH:41]=[CH:40][C:35]4[NH:36][C:37](=[O:39])[S:38][C:34]=4[CH:33]=3)[CH3:31])=[N:26]2)=[N:23][CH:24]=1, predict the reactants needed to synthesize it. The reactants are: [CH3:1][C:2]([OH:6])([CH:4]=[CH2:5])[CH3:3].C12BC(CCC1)CCC2.[OH-].[Na+].Br[C:19]1[CH:20]=[CH:21][C:22]([N:25]2[CH:29]=[CH:28][C:27]([CH:30]([C:32]3[CH:41]=[CH:40][C:35]4[NH:36][C:37](=[O:39])[S:38][C:34]=4[CH:33]=3)[CH3:31])=[N:26]2)=[N:23][CH:24]=1. (7) Given the product [CH3:15][C:10]1[CH:9]=[C:8]([C:5]2[CH:6]=[CH:7][C:2]([NH:47][C:45](=[O:46])[C:44]3[CH:48]=[CH:49][CH:50]=[CH:51][C:43]=3[O:42][C:41]([F:52])([F:53])[F:40])=[CH:3][C:4]=2[C:16]2[O:17][C:18]3[CH:24]=[CH:23][C:22]([CH3:25])=[CH:21][C:19]=3[N:20]=2)[CH:13]=[C:12]([CH3:14])[CH:11]=1, predict the reactants needed to synthesize it. The reactants are: Br[C:2]1[CH:7]=[CH:6][C:5]([C:8]2[CH:13]=[C:12]([CH3:14])[CH:11]=[C:10]([CH3:15])[CH:9]=2)=[C:4]([C:16]2[O:17][C:18]3[CH:24]=[CH:23][C:22]([CH3:25])=[CH:21][C:19]=3[N:20]=2)[CH:3]=1.[O-]P([O-])([O-])=O.[K+].[K+].[K+].CNCCNC.[F:40][C:41]([F:53])([F:52])[O:42][C:43]1[CH:51]=[CH:50][CH:49]=[CH:48][C:44]=1[C:45]([NH2:47])=[O:46]. (8) Given the product [CH3:1][O:2][C:3](=[O:18])[C:4]([C:5]1[S:9][C:8]([NH:10][C:11]([O:13][C:14]([CH3:15])([CH3:17])[CH3:16])=[O:12])=[N:7][CH:6]=1)=[O:20], predict the reactants needed to synthesize it. The reactants are: [CH3:1][O:2][C:3](=[O:18])[CH2:4][C:5]1[S:9][C:8]([NH:10][C:11]([O:13][C:14]([CH3:17])([CH3:16])[CH3:15])=[O:12])=[N:7][CH:6]=1.[Se](=O)=[O:20].C(Cl)Cl.CO. (9) Given the product [C:1]([C:5]1[C:6]([O:34][CH3:35])=[C:7]([N:19]([CH3:33])[C:20](=[O:32])[C:21]2[CH:22]=[CH:23][C:24]([NH:27][S:28]([CH3:31])(=[O:29])=[O:30])=[CH:25][CH:26]=2)[CH:8]=[C:9]([C:11]2[C:12](=[O:17])[NH:13][CH:14]=[CH:15][CH:16]=2)[CH:10]=1)([CH3:4])([CH3:2])[CH3:3], predict the reactants needed to synthesize it. The reactants are: [C:1]([C:5]1[C:6]([O:34][CH3:35])=[C:7]([N:19]([CH3:33])[C:20](=[O:32])[C:21]2[CH:26]=[CH:25][C:24]([NH:27][S:28]([CH3:31])(=[O:30])=[O:29])=[CH:23][CH:22]=2)[CH:8]=[C:9]([C:11]2[C:12]([O:17]C)=[N:13][CH:14]=[CH:15][CH:16]=2)[CH:10]=1)([CH3:4])([CH3:3])[CH3:2].Br.